Dataset: Catalyst prediction with 721,799 reactions and 888 catalyst types from USPTO. Task: Predict which catalyst facilitates the given reaction. (1) Reactant: Cl.[F:2][C:3]1[CH:10]=[CH:9][C:6]([CH2:7][NH2:8])=[CH:5][CH:4]=1.C(N(CC)CC)C.C1C=CC2N(O)N=NC=2C=1.[NH2:28][C:29]1[CH:37]=[CH:36][C:35]([I:38])=[CH:34][C:30]=1[C:31](O)=[O:32].CCN=C=NCCCN(C)C. Product: [NH2:28][C:29]1[CH:37]=[CH:36][C:35]([I:38])=[CH:34][C:30]=1[C:31]([NH:8][CH2:7][C:6]1[CH:9]=[CH:10][C:3]([F:2])=[CH:4][CH:5]=1)=[O:32]. The catalyst class is: 3. (2) Product: [Br:17][C:18]1[N:19]=[CH:20][C:21]([O:32][CH3:33])=[C:22]2[C:26]([C:27](=[O:31])[C:28]([N:11]3[CH2:10][CH2:9][C:8]4[C:13](=[CH:14][CH:15]=[CH:16][C:7]=4[C:2]4[CH:3]=[CH:4][CH:5]=[CH:6][N:1]=4)[CH2:12]3)=[O:29])=[CH:25][NH:24][C:23]=12. The catalyst class is: 3. Reactant: [N:1]1[CH:6]=[CH:5][CH:4]=[CH:3][C:2]=1[C:7]1[CH:16]=[CH:15][CH:14]=[C:13]2[C:8]=1[CH2:9][CH2:10][NH:11][CH2:12]2.[Br:17][C:18]1[N:19]=[CH:20][C:21]([O:32][CH3:33])=[C:22]2[C:26]([C:27](=[O:31])[C:28](O)=[O:29])=[CH:25][NH:24][C:23]=12.CCN(C(C)C)C(C)C.[B-](F)(F)(F)F.CN(C(ON1N=NC2C1=CC=CC=2)=[N+](C)C)C. (3) Reactant: [F:1][C:2]1[CH:7]=[CH:6][C:5]([N:8]2[CH2:13][CH2:12][NH:11][CH2:10][C:9]2=[O:14])=[CH:4][CH:3]=1.Cl.CN(C)CCCN=C=NCC.[Cl:27][C:28]1[C:36]([C:37]([F:40])([F:39])[F:38])=[CH:35][CH:34]=[CH:33][C:29]=1[C:30](O)=[O:31].C(O)(=O)CC(CC(O)=O)(C(O)=O)O. Product: [Cl:27][C:28]1[C:36]([C:37]([F:39])([F:40])[F:38])=[CH:35][CH:34]=[CH:33][C:29]=1[C:30]([N:11]1[CH2:12][CH2:13][N:8]([C:5]2[CH:4]=[CH:3][C:2]([F:1])=[CH:7][CH:6]=2)[C:9](=[O:14])[CH2:10]1)=[O:31]. The catalyst class is: 119.